This data is from Reaction yield outcomes from USPTO patents with 853,638 reactions. The task is: Predict the reaction yield, written as a fraction of the theoretical maximum amount of product (1.0 means a 100% yield; for example, 0.34 means a 34% yield). (1) The reactants are [CH3:1][C:2]1[N:3]=[C:4]([CH2:7][C:8]([O:10][CH2:11][CH3:12])=[O:9])[S:5][CH:6]=1.C(N(CC)CC)C.C(NC1C=CC(S([N:33]=[N+:34]=[N-])(=O)=O)=CC=1)(=O)C. The catalyst is C(#N)C. The product is [N+:33](=[C:7]([C:4]1[S:5][CH:6]=[C:2]([CH3:1])[N:3]=1)[C:8]([O:10][CH2:11][CH3:12])=[O:9])=[N-:34]. The yield is 0.585. (2) The reactants are [F:1][C:2]([F:20])([F:19])[C:3]1[CH:4]=[C:5]([C:9]2[CH:17]=[CH:16][CH:15]=[C:14]3[C:10]=2[CH2:11][C:12](=[O:18])[NH:13]3)[CH:6]=[CH:7][CH:8]=1.[N:21]1([CH2:26][CH2:27][NH:28][C:29]([C:31]2[CH:35]=[C:34]([CH3:36])[NH:33][C:32]=2[CH:37]=O)=[O:30])[CH:25]=[CH:24][N:23]=[N:22]1. The catalyst is C(O)C.N1CCCCC1. The product is [N:21]1([CH2:26][CH2:27][NH:28][C:29]([C:31]2[CH:35]=[C:34]([CH3:36])[NH:33][C:32]=2[CH:37]=[C:11]2[C:10]3[C:14](=[CH:15][CH:16]=[CH:17][C:9]=3[C:5]3[CH:6]=[CH:7][CH:8]=[C:3]([C:2]([F:1])([F:19])[F:20])[CH:4]=3)[NH:13][C:12]2=[O:18])=[O:30])[CH:25]=[CH:24][N:23]=[N:22]1. The yield is 0.740. (3) The reactants are Cl.Cl[CH2:3][C:4]1[N:8]2[CH:9]=[C:10]([CH3:13])[CH:11]=[CH:12][C:7]2=[N:6][C:5]=1[C:14]1[CH:19]=[CH:18][C:17]([F:20])=[CH:16][CH:15]=1.[F:21][C:22]1[CH:27]=[C:26]([F:28])[N:25]=[C:24]([NH2:29])[N:23]=1. No catalyst specified. The product is [F:21][C:22]1[CH:27]=[C:26]([F:28])[N:25]=[C:24]([NH:29][CH2:3][C:4]2[N:8]3[CH:9]=[C:10]([CH3:13])[CH:11]=[CH:12][C:7]3=[N:6][C:5]=2[C:14]2[CH:19]=[CH:18][C:17]([F:20])=[CH:16][CH:15]=2)[N:23]=1. The yield is 0.390. (4) The reactants are [CH2:1]([O:8][C:9]1[N:14]=[C:13]2[S:15][C:16]([N:18]=[C:19](SC)SC)=[N:17][C:12]2=[CH:11][CH:10]=1)[C:2]1[CH:7]=[CH:6][CH:5]=[CH:4][CH:3]=1.Cl.Cl.[NH2:26][CH2:27][C@@:28]1([OH:36])[CH:33]2[CH2:34][CH2:35][N:30]([CH2:31][CH2:32]2)[CH2:29]1.C(=O)([O-])[O-].[Cs+].[Cs+].O. The catalyst is CN(C=O)C. The product is [CH2:1]([O:8][C:9]1[N:14]=[C:13]2[S:15][C:16]([NH:18][C:19]3[O:36][C@:28]4([CH2:27][N:26]=3)[CH:33]3[CH2:34][CH2:35][N:30]([CH2:31][CH2:32]3)[CH2:29]4)=[N:17][C:12]2=[CH:11][CH:10]=1)[C:2]1[CH:7]=[CH:6][CH:5]=[CH:4][CH:3]=1. The yield is 0.670. (5) The reactants are [O:1]1[C:5]2[CH:6]=[CH:7][C:8]([C:10]3([C:13]([NH:15][C:16]4[CH:21]=[CH:20][C:19]([CH3:22])=[C:18](Br)[CH:17]=4)=[O:14])[CH2:12][CH2:11]3)=[CH:9][C:4]=2[O:3][CH2:2]1.[CH3:24][C:25]1([CH3:41])[C:29]([CH3:31])([CH3:30])[O:28][B:27]([B:27]2[O:28][C:29]([CH3:31])([CH3:30])[C:25]([CH3:41])([CH3:24])[O:26]2)[O:26]1.CC([O-])=O.[K+]. The catalyst is C1C=CC(P(C2C=CC=CC=2)[C-]2C=CC=C2)=CC=1.C1C=CC(P(C2C=CC=CC=2)[C-]2C=CC=C2)=CC=1.Cl[Pd]Cl.[Fe+2].CN(C=O)C. The product is [O:1]1[C:5]2[CH:6]=[CH:7][C:8]([C:10]3([C:13]([NH:15][C:16]4[CH:21]=[CH:20][C:19]([CH3:22])=[C:18]([B:27]5[O:28][C:29]([CH3:31])([CH3:30])[C:25]([CH3:41])([CH3:24])[O:26]5)[CH:17]=4)=[O:14])[CH2:12][CH2:11]3)=[CH:9][C:4]=2[O:3][CH2:2]1. The yield is 0.270. (6) The reactants are [ClH:1].[NH2:2][C@@H:3]([CH3:14])[C:4]([O:6][CH2:7][C:8]1[CH:13]=[CH:12][CH:11]=[CH:10][CH:9]=1)=[O:5].[P:15](Cl)(Cl)(=[O:27])[O:16][C:17]1[C:26]2[C:21](=[CH:22][CH:23]=[CH:24][CH:25]=2)[CH:20]=[CH:19][CH:18]=1.C(N(CC)CC)C. The catalyst is C(Cl)Cl. The product is [Cl:1][C:18]1[CH:19]=[CH:20][C:21]2[C:26](=[CH:25][CH:24]=[CH:23][CH:22]=2)[C:17]=1[O:16][P:15](=[N:2][C@@H:3]([CH3:14])[C:4]([O:6][CH2:7][C:8]1[CH:13]=[CH:12][CH:11]=[CH:10][CH:9]=1)=[O:5])=[O:27]. The yield is 0.810.